This data is from NCI-60 drug combinations with 297,098 pairs across 59 cell lines. The task is: Regression. Given two drug SMILES strings and cell line genomic features, predict the synergy score measuring deviation from expected non-interaction effect. (1) Drug 1: CNC(=O)C1=CC=CC=C1SC2=CC3=C(C=C2)C(=NN3)C=CC4=CC=CC=N4. Drug 2: CN(C)N=NC1=C(NC=N1)C(=O)N. Cell line: EKVX. Synergy scores: CSS=0.907, Synergy_ZIP=0.0844, Synergy_Bliss=1.28, Synergy_Loewe=-5.53, Synergy_HSA=-0.306. (2) Drug 1: COC1=NC(=NC2=C1N=CN2C3C(C(C(O3)CO)O)O)N. Drug 2: CC12CCC3C(C1CCC2OP(=O)(O)O)CCC4=C3C=CC(=C4)OC(=O)N(CCCl)CCCl.[Na+]. Cell line: NCIH23. Synergy scores: CSS=4.89, Synergy_ZIP=4.77, Synergy_Bliss=11.6, Synergy_Loewe=1.10, Synergy_HSA=1.79.